Regression. Given two drug SMILES strings and cell line genomic features, predict the synergy score measuring deviation from expected non-interaction effect. From a dataset of NCI-60 drug combinations with 297,098 pairs across 59 cell lines. (1) Drug 1: C1=NC2=C(N=C(N=C2N1C3C(C(C(O3)CO)O)F)Cl)N. Drug 2: CC1=C2C(C(=O)C3(C(CC4C(C3C(C(C2(C)C)(CC1OC(=O)C(C(C5=CC=CC=C5)NC(=O)C6=CC=CC=C6)O)O)OC(=O)C7=CC=CC=C7)(CO4)OC(=O)C)O)C)OC(=O)C. Cell line: HCT116. Synergy scores: CSS=27.7, Synergy_ZIP=-11.2, Synergy_Bliss=-12.1, Synergy_Loewe=-13.8, Synergy_HSA=-12.2. (2) Drug 1: COC1=CC(=CC(=C1O)OC)C2C3C(COC3=O)C(C4=CC5=C(C=C24)OCO5)OC6C(C(C7C(O6)COC(O7)C8=CC=CS8)O)O. Drug 2: C1C(C(OC1N2C=NC3=C2NC=NCC3O)CO)O. Cell line: OVCAR3. Synergy scores: CSS=17.6, Synergy_ZIP=-8.36, Synergy_Bliss=-0.415, Synergy_Loewe=-10.2, Synergy_HSA=0.577.